The task is: Predict the reactants needed to synthesize the given product.. This data is from Full USPTO retrosynthesis dataset with 1.9M reactions from patents (1976-2016). (1) Given the product [CH2:1]([O:3][C:4]([C:6]1[C:10]2[N:11]=[CH:12][N:13]=[C:14]([C:26]3[CH:25]=[C:24]([CH3:27])[CH:23]=[CH:22][C:21]=3[O:20][CH2:19][CH:16]3[CH2:18][CH2:17]3)[C:9]=2[NH:8][CH:7]=1)=[O:5])[CH3:2], predict the reactants needed to synthesize it. The reactants are: [CH2:1]([O:3][C:4]([C:6]1[C:10]2[N:11]=[CH:12][N:13]=[C:14](Cl)[C:9]=2[NH:8][CH:7]=1)=[O:5])[CH3:2].[CH:16]1([CH2:19][O:20][C:21]2[CH:26]=[CH:25][C:24]([CH3:27])=[CH:23][C:22]=2B2OC(C)(C)C(C)(C)O2)[CH2:18][CH2:17]1. (2) Given the product [CH3:1][O:2][C:3](=[O:12])[C:4]1[CH:9]=[CH:8][C:7]([Cl:13])=[CH:6][C:5]=1[SH:11], predict the reactants needed to synthesize it. The reactants are: [CH3:1][O:2][C:3](=[O:12])[C:4]1[CH:9]=[C:8](C)[CH:7]=[CH:6][C:5]=1[SH:11].[Cl:13]N1C(=O)CCC1=O. (3) Given the product [O:2]1[CH2:11][CH2:12][O:13][CH:1]1[C:3]1[S:7][C:6]([C:8]#[N:9])=[CH:5][C:4]=1[CH3:10], predict the reactants needed to synthesize it. The reactants are: [CH:1]([C:3]1[S:7][C:6]([C:8]#[N:9])=[CH:5][C:4]=1[CH3:10])=[O:2].[CH2:11](O)[CH2:12][OH:13]. (4) Given the product [CH:12]1[CH:13]=[C:14]2[C:15]([OH:17])=[C:16]3[C:7](=[C:8]([OH:18])[C:9]2=[CH:10][CH:11]=1)[CH:6]=[CH:5][CH:4]=[CH:3]3, predict the reactants needed to synthesize it. The reactants are: OO.[CH:3]1[C:16]2[C:15](=[O:17])[C:14]3[C:9](=[CH:10][CH:11]=[CH:12][CH:13]=3)[C:8](=[O:18])[C:7]=2[CH:6]=[CH:5][CH:4]=1.